This data is from Full USPTO retrosynthesis dataset with 1.9M reactions from patents (1976-2016). The task is: Predict the reactants needed to synthesize the given product. (1) Given the product [CH:5]1([C@@H:11]2[C:12](=[O:14])[O:13][C:1](=[O:2])[N:15]2[CH2:16][C:17]([O:19][CH2:20][CH3:21])=[O:18])[CH2:6][CH2:7][CH2:8][CH2:9][CH2:10]1, predict the reactants needed to synthesize it. The reactants are: [C:1](Cl)(Cl)=[O:2].[CH:5]1([C@@H:11]([NH:15][CH2:16][C:17]([O:19][CH2:20][CH3:21])=[O:18])[C:12]([OH:14])=[O:13])[CH2:10][CH2:9][CH2:8][CH2:7][CH2:6]1. (2) Given the product [CH2:1]([O:3][C:4](=[O:32])[C:5]1[CH:10]=[CH:9][CH:8]=[C:7]([N:11]2[C:15]([CH3:16])=[CH:14][CH:13]=[C:12]2[C:17]2[CH:22]=[C:21]([C:33]3[CH:38]=[CH:37][CH:36]=[CH:35][CH:34]=3)[CH:20]=[CH:19][C:18]=2[O:24][CH2:25][C:26]2[CH:31]=[CH:30][CH:29]=[CH:28][CH:27]=2)[CH:6]=1)[CH3:2], predict the reactants needed to synthesize it. The reactants are: [CH2:1]([O:3][C:4](=[O:32])[C:5]1[CH:10]=[CH:9][CH:8]=[C:7]([N:11]2[C:15]([CH3:16])=[CH:14][CH:13]=[C:12]2[C:17]2[CH:22]=[C:21](Br)[CH:20]=[CH:19][C:18]=2[O:24][CH2:25][C:26]2[CH:31]=[CH:30][CH:29]=[CH:28][CH:27]=2)[CH:6]=1)[CH3:2].[C:33]1(B(O)O)[CH:38]=[CH:37][CH:36]=[CH:35][CH:34]=1.C([O-])([O-])=O.[K+].[K+].CCO. (3) Given the product [N:16]1([CH2:22][C:23]2[CH:28]=[CH:27][C:3]([NH:2][CH:4]=[C:5]3[C:14]4[C:9](=[CH:10][CH:11]=[CH:12][CH:13]=4)[CH2:8][NH:7][C:6]3=[O:15])=[CH:25][CH:24]=2)[CH2:21][CH2:20][CH2:19][CH2:18][CH2:17]1, predict the reactants needed to synthesize it. The reactants are: C[N:2](/[CH:4]=[C:5]1/[C:6](=[O:15])[NH:7][CH2:8][C:9]2[C:14]/1=[CH:13][CH:12]=[CH:11][CH:10]=2)[CH3:3].[N:16]1([CH2:22][C:23]2[CH:28]=[CH:27]C(N)=[CH:25][CH:24]=2)[CH2:21][CH2:20][CH2:19][CH2:18][CH2:17]1. (4) The reactants are: C([O:9][CH2:10][CH3:11])(=O)CC(OCC)=O.[N:12]1[CH:17]=[CH:16][CH:15]=[C:14]([NH2:18])[C:13]=1[NH2:19].[OH2:20]. Given the product [NH:18]1[C:11](=[O:20])[C:10](=[O:9])[NH:19][C:13]2[N:12]=[CH:17][CH:16]=[CH:15][C:14]1=2, predict the reactants needed to synthesize it. (5) The reactants are: [OH-].[Li+].[C:3]([C:5]1[CH:6]=[C:7]([NH:12][C:13]2[N:22]=[CH:21][CH:20]=[CH:19][C:14]=2[C:15]([O:17]C)=[O:16])[CH:8]=[C:9]([F:11])[CH:10]=1)#[N:4]. Given the product [C:3]([C:5]1[CH:6]=[C:7]([NH:12][C:13]2[N:22]=[CH:21][CH:20]=[CH:19][C:14]=2[C:15]([OH:17])=[O:16])[CH:8]=[C:9]([F:11])[CH:10]=1)#[N:4], predict the reactants needed to synthesize it. (6) Given the product [CH2:1]([O:3][C:4](=[O:29])[CH2:5][C:6]1[CH:11]=[CH:10][C:9]([O:12][CH3:13])=[C:8]([O:14][C:15]2[CH:20]=[CH:19][C:18]([NH:21][C:38](=[O:39])[CH2:37][O:30][C:31]3[CH:36]=[CH:35][CH:34]=[CH:33][CH:32]=3)=[CH:17][C:16]=2[CH2:22][N:23]2[CH2:27][CH2:26][O:25][C:24]2=[O:28])[CH:7]=1)[CH3:2], predict the reactants needed to synthesize it. The reactants are: [CH2:1]([O:3][C:4](=[O:29])[CH2:5][C:6]1[CH:11]=[CH:10][C:9]([O:12][CH3:13])=[C:8]([O:14][C:15]2[CH:20]=[CH:19][C:18]([NH2:21])=[CH:17][C:16]=2[CH2:22][N:23]2[CH2:27][CH2:26][O:25][C:24]2=[O:28])[CH:7]=1)[CH3:2].[O:30]([CH2:37][C:38](Cl)=[O:39])[C:31]1[CH:36]=[CH:35][CH:34]=[CH:33][CH:32]=1. (7) Given the product [Br:14][C:15]1[CH:16]=[CH:17][C:18]([C@H:19]([C:2]2[CH:7]=[CH:6][C:5]([F:8])=[CH:4][CH:3]=2)[NH:20][S@:21]([C:23]([CH3:26])([CH3:25])[CH3:24])=[O:22])=[CH:27][CH:28]=1, predict the reactants needed to synthesize it. The reactants are: Br[C:2]1[CH:7]=[CH:6][C:5]([F:8])=[CH:4][CH:3]=1.[Li]CCCC.[Br:14][C:15]1[CH:28]=[CH:27][C:18](/[CH:19]=[N:20]/[S@:21]([C:23]([CH3:26])([CH3:25])[CH3:24])=[O:22])=[CH:17][CH:16]=1.